From a dataset of Full USPTO retrosynthesis dataset with 1.9M reactions from patents (1976-2016). Predict the reactants needed to synthesize the given product. (1) Given the product [CH3:10][O-:11].[Na+:20].[CH3:21][CH2:22][CH2:23][CH2:24][CH2:25][N:26]([CH2:28][CH2:29][C:30]([P:36]([O-:39])([OH:38])=[O:37])([P:32]([OH:35])([OH:34])=[O:33])[OH:31])[CH3:27].[Na+:20], predict the reactants needed to synthesize it. The reactants are: CCCCCN(CC[C:10](P([O-])(O)=O)(P(O)(O)=O)[OH:11])C.[Na+:20].[CH3:21][CH2:22][CH2:23][CH2:24][CH2:25][N:26]([CH2:28][CH2:29][C:30]([P:36]([OH:39])([OH:38])=[O:37])([P:32]([OH:35])([OH:34])=[O:33])[OH:31])[CH3:27].C(O)(O)=O.C(=O)(O)[O-].[Na+].C([O-])(=O)CC(CC([O-])=O)(C([O-])=O)O.[Na+].[Na+].[Na+]. (2) Given the product [OH:1][CH:2]([C:6]([O:19][CH3:20])([C:7]1[CH:12]=[CH:11][CH:10]=[CH:9][CH:8]=1)[C:13]1[CH:18]=[CH:17][CH:16]=[CH:15][CH:14]=1)[C:3]([OH:5])=[O:4], predict the reactants needed to synthesize it. The reactants are: [OH:1][C@@H:2]([C:6]([O:19][CH3:20])([C:13]1[CH:18]=[CH:17][CH:16]=[CH:15][CH:14]=1)[C:7]1[CH:12]=[CH:11][CH:10]=[CH:9][CH:8]=1)[C:3]([OH:5])=[O:4].C(C1C=CC=CC=1)(=O)C1C=CC=CC=1.COC(=O)CCl. (3) Given the product [Cl:1][C:2]1[CH:3]=[C:4]2[C:9](=[CH:10][CH:11]=1)[NH:8][C:7](=[S:32])[C:6]([CH2:13][CH2:14][CH3:15])=[C:5]2[O:16][CH:17]1[CH2:22][CH2:21][CH2:20][CH2:19][CH2:18]1, predict the reactants needed to synthesize it. The reactants are: [Cl:1][C:2]1[CH:3]=[C:4]2[C:9](=[CH:10][CH:11]=1)[NH:8][C:7](=O)[C:6]([CH2:13][CH2:14][CH3:15])=[C:5]2[O:16][CH:17]1[CH2:22][CH2:21][CH2:20][CH2:19][CH2:18]1.COC1C=CC(P2(SP(C3C=CC(OC)=CC=3)(=S)S2)=[S:32])=CC=1. (4) Given the product [Cl:1][C:2]1[CH:7]=[CH:6][C:5]([CH2:8][C:9]2[C:18]3[C:13](=[CH:14][CH:15]=[CH:16][CH:17]=3)[C:12](=[O:19])[N:11]([CH:20]3[CH2:26][CH2:25][CH2:24][N:23]([CH2:38][CH2:39][CH2:40][CH2:41][NH:42][C:43](=[O:44])[O:45][C:46]([CH3:49])([CH3:48])[CH3:47])[CH2:22][CH2:21]3)[N:10]=2)=[CH:4][CH:3]=1, predict the reactants needed to synthesize it. The reactants are: [Cl:1][C:2]1[CH:7]=[CH:6][C:5]([CH2:8][C:9]2[C:18]3[C:13](=[CH:14][CH:15]=[CH:16][CH:17]=3)[C:12](=[O:19])[N:11]([CH:20]3[CH2:26][CH2:25][CH2:24][NH:23][CH2:22][CH2:21]3)[N:10]=2)=[CH:4][CH:3]=1.CC1C=CC(S(O[CH2:38][CH2:39][CH2:40][CH2:41][NH:42][C:43]([O:45][C:46]([CH3:49])([CH3:48])[CH3:47])=[O:44])(=O)=O)=CC=1.[I-].[Na+].CCN(C(C)C)C(C)C.